From a dataset of Catalyst prediction with 721,799 reactions and 888 catalyst types from USPTO. Predict which catalyst facilitates the given reaction. (1) Reactant: [Br:1][C:2]1[CH:10]=[CH:9][C:5]([C:6]([OH:8])=O)=[CH:4][C:3]=1[O:11][CH2:12][CH3:13].C[N:15](C=O)C.[C:19](Cl)(=[O:23])[C:20](Cl)=O. Product: [Br:1][C:2]1[CH:10]=[CH:9][C:5]([C:6]([NH:15][CH2:20][CH2:19][OH:23])=[O:8])=[CH:4][C:3]=1[O:11][CH2:12][CH3:13]. The catalyst class is: 2. (2) Reactant: [O:1]1[CH2:4][C:3]2([CH2:9][CH:8]3[CH:6]([CH:7]3[C:10]([O:12]CC)=[O:11])[CH2:5]2)[CH2:2]1.[OH-].[Na+]. Product: [O:1]1[CH2:4][C:3]2([CH2:5][CH:6]3[CH:8]([CH:7]3[C:10]([OH:12])=[O:11])[CH2:9]2)[CH2:2]1. The catalyst class is: 40.